From a dataset of Reaction yield outcomes from USPTO patents with 853,638 reactions. Predict the reaction yield, written as a fraction of the theoretical maximum amount of product (1.0 means a 100% yield; for example, 0.34 means a 34% yield). (1) The reactants are Cl[C:2]1[C:3]2[CH:10]=[C:9]([C:11]([O:13][CH2:14][CH3:15])=[O:12])[S:8][C:4]=2[N:5]=[CH:6][N:7]=1.C(=O)([O-])[O-].[K+].[K+].[CH2:22]([NH2:30])[CH2:23][C:24]1[CH:29]=[CH:28][CH:27]=[CH:26][CH:25]=1. The catalyst is C(#N)C. The product is [CH2:22]([NH:30][C:2]1[C:3]2[CH:10]=[C:9]([C:11]([O:13][CH2:14][CH3:15])=[O:12])[S:8][C:4]=2[N:5]=[CH:6][N:7]=1)[CH2:23][C:24]1[CH:29]=[CH:28][CH:27]=[CH:26][CH:25]=1. The yield is 0.920. (2) The reactants are [Cl:1][C:2]1[C:3]([O:12][C:13]2[CH:18]=[C:17]([OH:19])[CH:16]=[CH:15][C:14]=2[CH2:20][CH2:21][C:22]([O:24][CH2:25][CH3:26])=[O:23])=[N:4][CH:5]=[C:6]([C:8]([F:11])([F:10])[F:9])[CH:7]=1.Cl[Si:28]([CH:35]([CH3:37])[CH3:36])([CH:32]([CH3:34])[CH3:33])[CH:29]([CH3:31])[CH3:30].N1C=CN=C1.O. The catalyst is CN(C)C=O. The product is [Cl:1][C:2]1[C:3]([O:12][C:13]2[CH:18]=[C:17]([O:19][Si:28]([CH:35]([CH3:37])[CH3:36])([CH:32]([CH3:34])[CH3:33])[CH:29]([CH3:31])[CH3:30])[CH:16]=[CH:15][C:14]=2[CH2:20][CH2:21][C:22]([O:24][CH2:25][CH3:26])=[O:23])=[N:4][CH:5]=[C:6]([C:8]([F:9])([F:11])[F:10])[CH:7]=1. The yield is 1.00. (3) The reactants are [Br:1][CH2:2][CH2:3][CH2:4][CH2:5][CH2:6][C:7]1[CH:12]=[CH:11][C:10]([C:13]2[CH:18]=[CH:17][CH:16]=[CH:15][CH:14]=2)=[CH:9][CH:8]=1.[N:19]1[CH:24]=[C:23]([CH3:25])[CH:22]=[C:21]([CH3:26])[CH:20]=1. No catalyst specified. The product is [Br-:1].[C:10]1([C:13]2[CH:18]=[CH:17][CH:16]=[CH:15][CH:14]=2)[CH:11]=[CH:12][C:7]([CH2:6][CH2:5][CH2:4][CH2:3][CH2:2][N+:19]2[CH:24]=[C:23]([CH3:25])[CH:22]=[C:21]([CH3:26])[CH:20]=2)=[CH:8][CH:9]=1. The yield is 0.850. (4) The reactants are Cl[C:2]1[C:11]2[C:6](=[CH:7][C:8]([CH3:12])=[CH:9][CH:10]=2)[N:5]=[C:4]([C:13]2[CH:18]=[CH:17][CH:16]=[CH:15][C:14]=2[OH:19])[N:3]=1.[CH2:20]([N:27]1[CH2:32][CH2:31][NH:30][C@@H:29]([CH:33]([CH3:35])[CH3:34])[CH2:28]1)[C:21]1[CH:26]=[CH:25][CH:24]=[CH:23][CH:22]=1.C(N(CC)CC)C. The catalyst is CN(C=O)C. The product is [CH2:20]([N:27]1[CH2:32][CH2:31][N:30]([C:2]2[C:11]3[C:6](=[CH:7][C:8]([CH3:12])=[CH:9][CH:10]=3)[N:5]=[C:4]([C:13]3[CH:18]=[CH:17][CH:16]=[CH:15][C:14]=3[OH:19])[N:3]=2)[C@@H:29]([CH:33]([CH3:35])[CH3:34])[CH2:28]1)[C:21]1[CH:22]=[CH:23][CH:24]=[CH:25][CH:26]=1. The yield is 0.640. (5) The reactants are Cl[C:2]1[N:6]([CH3:7])[N:5]=[CH:4][C:3]=1[N+:8]([O-:10])=[O:9].[CH3:11][N:12]1[CH2:17][CH2:16][NH:15][CH2:14][CH2:13]1. No catalyst specified. The product is [CH3:11][N:12]1[CH2:17][CH2:16][N:15]([C:2]2[N:6]([CH3:7])[N:5]=[CH:4][C:3]=2[N+:8]([O-:10])=[O:9])[CH2:14][CH2:13]1. The yield is 0.650. (6) The reactants are Cl.Cl[CH2:3][C:4]1[N:8]2[CH:9]=[C:10]([CH3:13])[CH:11]=[CH:12][C:7]2=[N:6][C:5]=1[C:14]1[CH:19]=[CH:18][C:17]([F:20])=[CH:16][CH:15]=1.[F:21][C:22]1[CH:27]=[C:26]([F:28])[N:25]=[C:24]([NH2:29])[N:23]=1. The product is [F:21][C:22]1[CH:27]=[C:26]([F:28])[N:25]=[C:24]([NH:29][CH2:3][C:4]2[N:8]3[CH:9]=[C:10]([CH3:13])[CH:11]=[CH:12][C:7]3=[N:6][C:5]=2[C:14]2[CH:19]=[CH:18][C:17]([F:20])=[CH:16][CH:15]=2)[N:23]=1. No catalyst specified. The yield is 0.390.